This data is from Forward reaction prediction with 1.9M reactions from USPTO patents (1976-2016). The task is: Predict the product of the given reaction. (1) The product is: [NH2:10][CH2:9][CH2:8][CH:6]1[C:5](=[O:13])[C:4]([C:14]2[C:19]([CH3:20])=[CH:18][C:17]([CH3:21])=[CH:16][C:15]=2[CH3:22])=[C:3]([O:2][CH3:1])[CH2:7]1. Given the reactants [CH3:1][O:2][C:3]1[CH2:7][CH:6]([CH2:8][CH2:9][N+:10]([O-])=O)[C:5](=[O:13])[C:4]=1[C:14]1[C:19]([CH3:20])=[CH:18][C:17]([CH3:21])=[CH:16][C:15]=1[CH3:22].C([O-])=O.[NH4+], predict the reaction product. (2) Given the reactants Cl.[F:2][C:3]([F:12])([F:11])[CH:4]1[CH2:10][CH2:9][NH:8][CH2:7][CH2:6][NH:5]1.O.O.O.O.O.O.O.O.O.O.C(=O)([O-])[O-].[Na+].[Na+].F[C:30]1[CH:37]=[CH:36][CH:35]=[CH:34][C:31]=1[CH:32]=[O:33].CC(=O)OCC, predict the reaction product. The product is: [F:12][C:3]([F:2])([F:11])[CH:4]1[CH2:10][CH2:9][N:8]([C:30]2[CH:37]=[CH:36][CH:35]=[CH:34][C:31]=2[CH:32]=[O:33])[CH2:7][CH2:6][NH:5]1. (3) Given the reactants [F:1][C:2]([F:20])([F:19])[O:3][C:4]1[CH:9]=[CH:8][C:7]([CH:10]=[CH:11][C:12]2[O:13][CH:14]=[C:15]([CH2:17][OH:18])[N:16]=2)=[CH:6][CH:5]=1.Br[C:22]1[CH:27]=[N:26][C:25]([CH2:28][CH2:29][CH2:30][CH2:31][N:32]2[CH:36]=[N:35][CH:34]=[N:33]2)=[CH:24][N:23]=1.CC(C)([O-])C.[Na+].[NH4+].[Cl-], predict the reaction product. The product is: [N:32]1([CH2:31][CH2:30][CH2:29][CH2:28][C:25]2[CH:24]=[N:23][C:22]([O:18][CH2:17][C:15]3[N:16]=[C:12](/[CH:11]=[CH:10]/[C:7]4[CH:8]=[CH:9][C:4]([O:3][C:2]([F:1])([F:19])[F:20])=[CH:5][CH:6]=4)[O:13][CH:14]=3)=[CH:27][N:26]=2)[CH:36]=[N:35][CH:34]=[N:33]1. (4) Given the reactants C(O[C:9]([N:11]1[CH2:16][CH2:15][N:14]([CH:17]2[CH2:22][CH2:21][CH2:20][N:19]([C:23]3[CH:28]=[CH:27][C:26]([N+:29]([O-])=O)=[C:25]([O:32][CH3:33])[CH:24]=3)[CH2:18]2)[CH2:13][CH2:12]1)=O)C1C=CC=CC=1.C(OC(N1C[CH2:48][N:47]([CH:50]2[CH2:55][CH2:54][CH2:53][NH:52][CH2:51]2)CC1)=O)C1C=CC=CC=1.FC(F)(F)C(O)=O.[C:63](=[O:66])([O-])[O-].[K+].[K+].F[C:70]1[CH:75]=[CH:74][C:73]([N+]([O-])=O)=[C:72](OC)[CH:71]=1.C[N:82](C=O)C, predict the reaction product. The product is: [CH3:33][O:32][C:25]1[CH:24]=[C:23]([N:19]2[CH2:20][CH2:21][CH2:22][CH:17]([N:14]3[CH2:15][CH2:16][N:11]([CH3:9])[CH2:12][CH2:13]3)[CH2:18]2)[CH:28]=[CH:27][C:26]=1[NH:29][C:53]1[N:52]=[CH:51][C:50]2=[CH:55][CH:54]=[C:48]([C:70]3[CH:75]=[CH:74][CH:73]=[CH:72][C:71]=3[O:66][CH3:63])[N:47]2[N:82]=1. (5) Given the reactants [CH:1]([C:3]1[CH:11]=[CH:10][C:6]([C:7]([OH:9])=[O:8])=[CH:5][CH:4]=1)=[O:2].O=S(Cl)Cl.N1C=C[CH:19]=[CH:18][CH:17]=1.CC(O)C, predict the reaction product. The product is: [CH:1]([C:3]1[CH:11]=[CH:10][C:6]([C:7]([O:9][CH:18]([CH3:19])[CH3:17])=[O:8])=[CH:5][CH:4]=1)=[O:2]. (6) Given the reactants [CH3:1][CH2:2][C@@H:3]([C@H:5]([NH:90][C:91]([C@H:93]1[N:97]([C:98]([CH2:100][NH:101][C:102]([C@@H:104]([NH:112][C:113]([C@@H:115]([NH:120][C:121]([C@@H:123]([NH:128][C:129]([C@@H:131]([NH:134][C:135]([C@@H:137]([NH:140][C:141]([C@@H:143]([NH:150][C:151]([C@@H:153]([NH:157][C:158]([C@@H:160]([NH:165][C:166]([C@@H:168]([NH:176][C:177]([C@@H:179]([NH:184][C:185]([C@@H:187]([NH:189][C:190]([C@@H:192]([NH:197][C:198]([C@@H:200]([NH:208][C:209]([C@@H:211]([NH:217][C:218]([C@@H:220]([NH:224][C:225]([C@@H:227]([NH:229][C:230]([C@H:232]2[NH:256][C:254](=[O:255])[C@H:253]([C@H:257]([OH:259])[CH3:258])[NH:252][C:250](=[O:251])[C@H:249]([CH3:260])[NH:248][C:246](=[O:247])[C@H:245]([C@H:261]([OH:263])[CH3:262])[NH:244][C:242](=[O:243])[C@H:241]([CH2:264][C:265]([NH2:267])=[O:266])[NH:240][C:238](=[O:239])[C@@H:237]([NH:268][C:269]([C@@H:271]([NH2:277])[CH2:272][CH2:273][CH2:274][CH2:275][NH2:276])=[O:270])[CH2:236][S:235][S:234][CH2:233]2)=[O:231])[CH3:228])=[O:226])[C@H:221]([OH:223])[CH3:222])=[O:219])[CH2:212][CH2:213][C:214]([NH2:216])=[O:215])=[O:210])[CH2:201][CH2:202][CH2:203][NH:204][C:205]([NH2:207])=[NH:206])=[O:199])[CH2:193][CH:194]([CH3:196])[CH3:195])=[O:191])[CH3:188])=[O:186])[CH2:180][C:181]([NH2:183])=[O:182])=[O:178])[CH2:169][C:170]2[CH:171]=[CH:172][CH:173]=[CH:174][CH:175]=2)=[O:167])[CH2:161][CH:162]([CH3:164])[CH3:163])=[O:159])[CH:154]([CH3:156])[CH3:155])=[O:152])[CH2:144][C:145]2[N:149]=[CH:148][NH:147][CH:146]=2)=[O:142])[CH2:138][OH:139])=[O:136])[CH2:132][OH:133])=[O:130])[CH2:124][C:125]([NH2:127])=[O:126])=[O:122])[CH2:116][C:117]([NH2:119])=[O:118])=[O:114])[CH2:105][C:106]2[CH:107]=[CH:108][CH:109]=[CH:110][CH:111]=2)=[O:103])=[O:99])[CH2:96][CH2:95][CH2:94]1)=[O:92])[C:6]([NH:8][C@H:9]([C:14]([N:16]1[C@H:20]([C:21]([N:23]2[C@H:27]([C:28]([NH:30][C@H:31]([C:35]([NH:37][C@H:38]([C:43]([NH:45][C@H:46]([C:50]([NH:52][CH2:53][C:54]([NH:56][C@H:57]([C:60]([NH:62][C@H:63]([C:68]([NH:70][C@H:71]([C:75]([NH:77][C@H:78]([C:87]([NH2:89])=[O:88])[CH2:79][C:80]3[CH:81]=[CH:82][C:83]([OH:86])=[CH:84][CH:85]=3)=[O:76])[C@H:72]([OH:74])[CH3:73])=[O:69])[CH2:64][C:65]([NH2:67])=[O:66])=[O:61])[CH2:58][OH:59])=[O:55])=[O:51])[CH:47]([CH3:49])[CH3:48])=[O:44])[CH2:39][C:40]([NH2:42])=[O:41])=[O:36])[C@H:32]([OH:34])[CH3:33])=[O:29])[CH2:26][CH2:25][CH2:24]2)=[O:22])[CH2:19][CH2:18][CH2:17]1)=[O:15])[CH2:10][CH:11]([CH3:13])[CH3:12])=[O:7])[CH3:4].C([O-])(=O)C, predict the reaction product. The product is: [CH3:1][CH2:2][C@@H:3]([C@H:5]([NH:90][C:91]([C@H:93]1[N:97]([C:98]([CH2:100][NH:101][C:102]([C@@H:104]([NH:112][C:113]([C@@H:115]([NH:120][C:121]([C@@H:123]([NH:128][C:129]([C@@H:131]([NH:134][C:135]([C@@H:137]([NH:140][C:141]([C@@H:143]([NH:150][C:151]([C@@H:153]([NH:157][C:158]([C@@H:160]([NH:165][C:166]([C@@H:168]([NH:176][C:177]([C@@H:179]([NH:184][C:185]([C@@H:187]([NH:189][C:190]([C@@H:192]([NH:197][C:198]([C@@H:200]([NH:208][C:209]([C@@H:211]([NH:217][C:218]([C@@H:220]([NH:224][C:225]([C@@H:227]([NH:229][C:230]([C@H:232]2[NH:256][C:254](=[O:255])[C@H:253]([C@H:257]([OH:259])[CH3:258])[NH:252][C:250](=[O:251])[C@H:249]([CH3:260])[NH:248][C:246](=[O:247])[C@H:245]([C@H:261]([OH:263])[CH3:262])[NH:244][C:242](=[O:243])[C@H:241]([CH2:264][C:265]([NH2:267])=[O:266])[NH:240][C:238](=[O:239])[C@@H:237]([NH:268][C:269]([C@@H:271]([NH2:277])[CH2:272][CH2:273][CH2:274][CH2:275][NH2:276])=[O:270])[CH2:236][S:235][S:234][CH2:233]2)=[O:231])[CH3:228])=[O:226])[C@H:221]([OH:223])[CH3:222])=[O:219])[CH2:212][CH2:213][C:214]([NH2:216])=[O:215])=[O:210])[CH2:201][CH2:202][CH2:203][NH:204][C:205]([NH2:207])=[NH:206])=[O:199])[CH2:193][CH:194]([CH3:195])[CH3:196])=[O:191])[CH3:188])=[O:186])[CH2:180][C:181]([NH2:183])=[O:182])=[O:178])[CH2:169][C:170]2[CH:171]=[CH:172][CH:173]=[CH:174][CH:175]=2)=[O:167])[CH2:161][CH:162]([CH3:164])[CH3:163])=[O:159])[CH:154]([CH3:156])[CH3:155])=[O:152])[CH2:144][C:145]2[N:149]=[CH:148][NH:147][CH:146]=2)=[O:142])[CH2:138][OH:139])=[O:136])[CH2:132][OH:133])=[O:130])[CH2:124][C:125]([NH2:127])=[O:126])=[O:122])[CH2:116][C:117]([NH2:119])=[O:118])=[O:114])[CH2:105][C:106]2[CH:107]=[CH:108][CH:109]=[CH:110][CH:111]=2)=[O:103])=[O:99])[CH2:96][CH2:95][CH2:94]1)=[O:92])[C:6]([NH:8][C@H:9]([C:14]([N:16]1[C@H:20]([C:21]([N:23]2[C@H:27]([C:28]([NH:30][C@H:31]([C:35]([NH:37][C@H:38]([C:43]([NH:45][C@H:46]([C:50]([NH:52][CH2:53][C:54]([NH:56][C@H:57]([C:60]([NH:62][C@H:63]([C:68]([NH:70][C@H:71]([C:75]([NH:77][C@H:78]([C:87]([NH2:89])=[O:88])[CH2:79][C:80]3[CH:81]=[CH:82][C:83]([OH:86])=[CH:84][CH:85]=3)=[O:76])[C@H:72]([OH:74])[CH3:73])=[O:69])[CH2:64][C:65]([NH2:67])=[O:66])=[O:61])[CH2:58][OH:59])=[O:55])=[O:51])[CH:47]([CH3:48])[CH3:49])=[O:44])[CH2:39][C:40]([NH2:42])=[O:41])=[O:36])[C@H:32]([OH:34])[CH3:33])=[O:29])[CH2:26][CH2:25][CH2:24]2)=[O:22])[CH2:19][CH2:18][CH2:17]1)=[O:15])[CH2:10][CH:11]([CH3:13])[CH3:12])=[O:7])[CH3:4]. (7) Given the reactants [Cl:1][C:2]1[CH:3]=[C:4]([CH2:13][C:14]([OH:16])=[O:15])[CH:5]=[C:6]([O:8][C:9]([F:12])([F:11])[F:10])[CH:7]=1.C([O-])(O)=O.[Na+].[CH3:22][CH2:23]O, predict the reaction product. The product is: [Cl:1][C:2]1[CH:3]=[C:4]([CH2:13][C:14]([O:16][CH2:22][CH3:23])=[O:15])[CH:5]=[C:6]([O:8][C:9]([F:12])([F:11])[F:10])[CH:7]=1.